From a dataset of Forward reaction prediction with 1.9M reactions from USPTO patents (1976-2016). Predict the product of the given reaction. (1) The product is: [CH3:33][N:1]1[CH2:4][CH:3]([N:5]2[CH:9]=[C:8]([C:10]3[CH:11]=[N:12][C:13]4[C:18]([CH:19]=3)=[CH:17][C:16]([CH2:20][C:21]3[N:25]5[N:26]=[C:27]([CH3:30])[CH:28]=[CH:29][C:24]5=[N:23][N:22]=3)=[CH:15][CH:14]=4)[CH:7]=[N:6]2)[CH2:2]1. Given the reactants [NH:1]1[CH2:4][CH:3]([N:5]2[CH:9]=[C:8]([C:10]3[CH:11]=[N:12][C:13]4[C:18]([CH:19]=3)=[CH:17][C:16]([CH2:20][C:21]3[N:25]5[N:26]=[C:27]([CH3:30])[CH:28]=[CH:29][C:24]5=[N:23][N:22]=3)=[CH:15][CH:14]=4)[CH:7]=[N:6]2)[CH2:2]1.C=O.[C:33](O[BH-](OC(=O)C)OC(=O)C)(=O)C.[Na+], predict the reaction product. (2) Given the reactants [OH:1][C:2]1[C:10]([O:11][CH3:12])=[CH:9][C:8]([I:13])=[C:7]2[C:3]=1[CH2:4][NH:5][C:6]2=[O:14].[C:15](=O)([O-])[O-].[K+].[K+].CI.O, predict the reaction product. The product is: [CH3:15][O:1][C:2]1[C:10]([O:11][CH3:12])=[CH:9][C:8]([I:13])=[C:7]2[C:3]=1[CH2:4][NH:5][C:6]2=[O:14]. (3) The product is: [CH2:1]([NH:8][C:9](=[O:29])[CH2:10][CH2:11][C:12]1[C:17]([C:18]2[CH:23]=[CH:22][C:21]([NH:24][CH2:35][C:34]3[CH:37]=[CH:38][C:31]([Cl:30])=[CH:32][CH:33]=3)=[CH:20][CH:19]=2)=[C:16]([NH2:27])[N:15]=[C:14]([NH2:28])[N:13]=1)[C:2]1[CH:7]=[CH:6][CH:5]=[CH:4][CH:3]=1. Given the reactants [CH2:1]([NH:8][C:9](=[O:29])[CH2:10][CH2:11][C:12]1[C:17]([C:18]2[CH:23]=[CH:22][C:21]([N+:24]([O-])=O)=[CH:20][CH:19]=2)=[C:16]([NH2:27])[N:15]=[C:14]([NH2:28])[N:13]=1)[C:2]1[CH:7]=[CH:6][CH:5]=[CH:4][CH:3]=1.[Cl:30][C:31]1[CH:38]=[CH:37][C:34]([CH:35]=O)=[CH:33][CH:32]=1.C(O)(=O)C.[BH3-]C#N.[Na+], predict the reaction product. (4) Given the reactants [I:1][C:2]1[CH:7]=[CH:6][C:5]([N:8]2[CH:13]=[C:12]([O:14][CH3:15])[C:11](=[O:16])[C:10]([C:17](N(OC)C)=[O:18])=[N:9]2)=[C:4]([O:23][CH3:24])[CH:3]=1.Cl.[CH2:26]1COCC1, predict the reaction product. The product is: [C:17]([C:10]1[C:11](=[O:16])[C:12]([O:14][CH3:15])=[CH:13][N:8]([C:5]2[CH:6]=[CH:7][C:2]([I:1])=[CH:3][C:4]=2[O:23][CH3:24])[N:9]=1)(=[O:18])[CH3:26]. (5) Given the reactants [OH:1][C:2]1[C:7]2[C@@:8]3([OH:45])[C@@:21]([O:25][CH3:26])([C@H:22]([OH:24])[CH2:23][C:6]=2[CH:5]=[C:4]([CH3:46])[C:3]=1[C:47](O)=[O:48])[C:20](=[O:27])[C:19]1[C:10](=[CH:11][C:12]2[C:13](=[O:43])[C:14]([NH:30][CH:31]4[C@H:36]([O:37][CH3:38])[C@H:35]([OH:39])[C@@H:34]([O:40][CH3:41])[C@H:33]([CH3:42])[O:32]4)=[CH:15][C:16](=[O:29])[C:17]=2[C:18]=1[OH:28])[C:9]3=[O:44].O.ON1C2C=CC=CC=2N=N1.[CH3:61][NH:62][CH3:63], predict the reaction product. The product is: [OH:1][C:2]1[C:7]2[C@@:8]3([OH:45])[C@@:21]([O:25][CH3:26])([C@H:22]([OH:24])[CH2:23][C:6]=2[CH:5]=[C:4]([CH3:46])[C:3]=1[C:47]([N:62]([CH3:63])[CH3:61])=[O:48])[C:20](=[O:27])[C:19]1[C:10](=[CH:11][C:12]2[C:13](=[O:43])[C:14]([NH:30][CH:31]4[C@H:36]([O:37][CH3:38])[C@H:35]([OH:39])[C@@H:34]([O:40][CH3:41])[C@H:33]([CH3:42])[O:32]4)=[CH:15][C:16](=[O:29])[C:17]=2[C:18]=1[OH:28])[C:9]3=[O:44]. (6) Given the reactants [NH2:1][C:2]1[CH:25]=[CH:24][C:5]([CH2:6][C:7]2[N:12]=[C:11]([CH3:13])[C:10]([CH2:14][C:15]([O:17][CH3:18])=[O:16])=[C:9]([N:19]3[CH2:23][CH2:22][CH2:21][CH2:20]3)[N:8]=2)=[CH:4][CH:3]=1.C1CN([P+](ON2N=NC3C=CC=CC2=3)(N2CCCC2)N2CCCC2)CC1.F[P-](F)(F)(F)(F)F.[CH:59]1[C:68]2[C:63](=[CH:64][CH:65]=[CH:66][CH:67]=2)[CH:62]=[CH:61][C:60]=1[C:69](O)=[O:70].C(N(CC)C(C)C)(C)C, predict the reaction product. The product is: [CH3:13][C:11]1[C:10]([CH2:14][C:15]([O:17][CH3:18])=[O:16])=[C:9]([N:19]2[CH2:20][CH2:21][CH2:22][CH2:23]2)[N:8]=[C:7]([CH2:6][C:5]2[CH:4]=[CH:3][C:2]([NH:1][C:69]([C:60]3[CH:61]=[CH:62][C:63]4[C:68](=[CH:67][CH:66]=[CH:65][CH:64]=4)[CH:59]=3)=[O:70])=[CH:25][CH:24]=2)[N:12]=1. (7) Given the reactants [C:1]([C:3]1[CH:4]=[C:5]2[C:10](=[CH:11][C:12]=1[O:13][C:14]1[CH:22]=[CH:21][C:17]([C:18]([OH:20])=O)=[CH:16][CH:15]=1)[O:9][CH2:8][CH2:7][CH:6]2[C:23]([O:25][CH3:26])=[O:24])#[N:2].Cl.CN(C)CCCN=C=NCC.O.ON1C2C=CC=CC=2N=N1.Cl.[CH3:51][C:52]1[CH:53]=[C:54]([C:59]2[CH:64]=[CH:63][CH:62]=[C:61]([NH2:65])[CH:60]=2)[CH:55]=[CH:56][C:57]=1[CH3:58].C(N(CC)CC)C, predict the reaction product. The product is: [C:1]([C:3]1[CH:4]=[C:5]2[C:10](=[CH:11][C:12]=1[O:13][C:14]1[CH:15]=[CH:16][C:17]([C:18](=[O:20])[NH:65][C:61]3[CH:60]=[C:59]([C:54]4[CH:55]=[CH:56][C:57]([CH3:58])=[C:52]([CH3:51])[CH:53]=4)[CH:64]=[CH:63][CH:62]=3)=[CH:21][CH:22]=1)[O:9][CH2:8][CH2:7][CH:6]2[C:23]([O:25][CH3:26])=[O:24])#[N:2].